This data is from Forward reaction prediction with 1.9M reactions from USPTO patents (1976-2016). The task is: Predict the product of the given reaction. (1) Given the reactants [CH:1]1[N:5]([C@@H:6]2[O:10][C@H:9]([CH2:11][OH:12])[CH2:8][CH2:7]2)[C:4]2[N:13]=[CH:14][NH:15][C:16](=[O:17])[C:3]=2[N:2]=1.C1CCC(N=C=NC2CCCCC2)CC1.[C:33]([NH:56][C@@H:57]([CH3:61])[C:58](O)=[O:59])(=[O:55])[CH2:34][CH2:35]/[CH:36]=[CH:37]\[CH2:38]/[CH:39]=[CH:40]\[CH2:41]/[CH:42]=[CH:43]\[CH2:44]/[CH:45]=[CH:46]\[CH2:47]/[CH:48]=[CH:49]\[CH2:50]/[CH:51]=[CH:52]\[CH2:53][CH3:54].C(NC(C)C(O)=O)(=O)CC/C=C\C/C=C\C/C=C\C/C=C\C/C=C\C/C=C\CC, predict the reaction product. The product is: [C:33]([NH:56][C@@H:57]([CH3:61])[C:58]([O:12][CH2:11][C@@H:9]1[CH2:8][CH2:7][C@H:6]([N:5]2[CH:1]=[N:2][C:3]3[C:16](=[O:17])[N:15]=[CH:14][NH:13][C:4]2=3)[O:10]1)=[O:59])(=[O:55])[CH2:34][CH2:35]/[CH:36]=[CH:37]\[CH2:38]/[CH:39]=[CH:40]\[CH2:41]/[CH:42]=[CH:43]\[CH2:44]/[CH:45]=[CH:46]\[CH2:47]/[CH:48]=[CH:49]\[CH2:50]/[CH:51]=[CH:52]\[CH2:53][CH3:54]. (2) Given the reactants [Si:1]([O:8][CH2:9][C:10]1[CH:19]=[CH:18][C:13]([C:14]([O:16]C)=[O:15])=[C:12]([N+:20]([O-:22])=[O:21])[CH:11]=1)([C:4]([CH3:7])([CH3:6])[CH3:5])([CH3:3])[CH3:2].CO.[OH-].[Na+].Cl, predict the reaction product. The product is: [Si:1]([O:8][CH2:9][C:10]1[CH:19]=[CH:18][C:13]([C:14]([OH:16])=[O:15])=[C:12]([N+:20]([O-:22])=[O:21])[CH:11]=1)([C:4]([CH3:7])([CH3:6])[CH3:5])([CH3:3])[CH3:2]. (3) Given the reactants C1(N)C(F)=C(F)C(F)=C(N)C=1F.[ClH:13].Cl.[OH:15][C@H:16]([C:41]1[CH:46]=[CH:45][CH:44]=[CH:43][CH:42]=1)[CH2:17][NH:18][C:19]1[CH:24]=[CH:23][C:22]([CH2:25][CH2:26][NH:27][CH2:28][C@H:29]([OH:40])[C:30]2[CH:35]=[CH:34][C:33]([OH:36])=[C:32]([NH:37][CH:38]=[O:39])[CH:31]=2)=[CH:21][CH:20]=1.[OH-].[Na+].Cl, predict the reaction product. The product is: [ClH:13].[OH:15][C@H:16]([C:41]1[CH:42]=[CH:43][CH:44]=[CH:45][CH:46]=1)[CH2:17][NH:18][C:19]1[CH:24]=[CH:23][C:22]([CH2:25][CH2:26][NH:27][CH2:28][C@H:29]([OH:40])[C:30]2[CH:35]=[CH:34][C:33]([OH:36])=[C:32]([NH:37][CH:38]=[O:39])[CH:31]=2)=[CH:21][CH:20]=1.[OH:15][C@H:16]([C:41]1[CH:42]=[CH:43][CH:44]=[CH:45][CH:46]=1)[CH2:17][NH:18][C:19]1[CH:24]=[CH:23][C:22]([CH2:25][CH2:26][NH:27][CH2:28][C@H:29]([OH:40])[C:30]2[CH:35]=[CH:34][C:33]([OH:36])=[C:32]([NH:37][CH:38]=[O:39])[CH:31]=2)=[CH:21][CH:20]=1. (4) Given the reactants [F:1][C:2]1[C:3]([CH3:24])=[C:4]([CH:21]=[CH:22][CH:23]=1)[CH2:5][C:6]1[C:7]([C:15]2[CH:20]=[CH:19][CH:18]=[CH:17][CH:16]=2)=[C:8]2[N:13]([CH:14]=1)[CH:12]=[CH:11][CH:10]=[CH:9]2.N1C=CC=CC=1.Cl[C:32](Cl)([O:34]C(=O)OC(Cl)(Cl)Cl)Cl.[C:43]([O:47][C:48]([N:50]1[CH2:55][CH2:54][NH:53][CH2:52][CH2:51]1)=[O:49])([CH3:46])([CH3:45])[CH3:44].C(N(CC)CC)C, predict the reaction product. The product is: [C:43]([O:47][C:48]([N:50]1[CH2:55][CH2:54][N:53]([C:32]([C:14]2[N:13]3[C:8]([CH:9]=[CH:10][CH:11]=[CH:12]3)=[C:7]([C:15]3[CH:16]=[CH:17][CH:18]=[CH:19][CH:20]=3)[C:6]=2[CH2:5][C:4]2[CH:21]=[CH:22][CH:23]=[C:2]([F:1])[C:3]=2[CH3:24])=[O:34])[CH2:52][CH2:51]1)=[O:49])([CH3:46])([CH3:44])[CH3:45]. (5) Given the reactants Br[C:2]1[CH:7]=[CH:6][C:5]([CH2:8][CH2:9][I:10])=[CH:4][CH:3]=1.[F:11][C:12]1[CH:17]=[CH:16][C:15](C2C=CC(CCO)=CC=2)=[CH:14][CH:13]=1, predict the reaction product. The product is: [F:11][C:12]1[CH:17]=[CH:16][C:15]([C:2]2[CH:7]=[CH:6][C:5]([CH2:8][CH2:9][I:10])=[CH:4][CH:3]=2)=[CH:14][CH:13]=1. (6) Given the reactants C([O:3][C:4]([CH:6]1[CH:10]([C:11]2[CH:16]=[CH:15][C:14]([NH:17][C:18](=[O:39])[CH2:19][C:20]3[CH:25]=[CH:24][C:23]([NH:26][C:27]([NH:29][C:30]4[CH:35]=[CH:34][CH:33]=[CH:32][C:31]=4[CH3:36])=[O:28])=[C:22]([O:37][CH3:38])[CH:21]=3)=[CH:13][CH:12]=2)[CH2:9][N:8]([C:40](=[O:42])[CH3:41])[CH2:7]1)=[O:5])C.[OH-].[Na+], predict the reaction product. The product is: [C:40]([N:8]1[CH2:9][CH:10]([C:11]2[CH:16]=[CH:15][C:14]([NH:17][C:18](=[O:39])[CH2:19][C:20]3[CH:25]=[CH:24][C:23]([NH:26][C:27]([NH:29][C:30]4[CH:35]=[CH:34][CH:33]=[CH:32][C:31]=4[CH3:36])=[O:28])=[C:22]([O:37][CH3:38])[CH:21]=3)=[CH:13][CH:12]=2)[CH:6]([C:4]([OH:5])=[O:3])[CH2:7]1)(=[O:42])[CH3:41]. (7) The product is: [CH3:1][N:2]1[CH2:7][CH2:6][C@@H:5]2[CH2:8][CH2:9][C@H:10]([C:12]([OH:14])=[O:13])[CH2:11][N:4]2[C:3]1=[O:16]. Given the reactants [CH3:1][N:2]1[CH2:7][CH2:6][C@@H:5]2[CH2:8][CH2:9][C@H:10]([C:12]([O:14]C)=[O:13])[CH2:11][N:4]2[C:3]1=[O:16].O[Li].O, predict the reaction product. (8) The product is: [CH3:1][S:2]([O:5][CH2:6][CH2:7][CH2:8][CH2:9][C:10]1[CH:11]=[CH:12][C:13]([O:16][CH:17]2[CH2:18][CH2:19][N:20]([CH:21]3[CH2:22][CH2:23][CH2:24]3)[CH2:26][CH2:25]2)=[CH:14][CH:15]=1)(=[O:3])=[O:4]. Given the reactants [CH3:1][S:2]([O:5][CH2:6][CH2:7][CH2:8][CH2:9][C:10]1[CH:15]=[CH:14][C:13]([O:16][CH2:17][CH2:18][CH2:19][N:20]2[CH2:26][CH2:25][CH2:24][CH2:23][CH2:22][CH2:21]2)=[CH:12][CH:11]=1)(=[O:4])=[O:3].C1(N2CCC(OC3C=CC(CCCCO)=CC=3)CC2)CCC1, predict the reaction product. (9) Given the reactants FC1(F)C2C(=CC=CC=2[C@@H]([OH:13])C)N(CC2C=CN=CC=2F)C1=O.[Cl:24][C:25]1[CH:30]=[C:29]([CH2:31][N:32]2[C:40]3[C:35](=[C:36]([C@@H:41]([OH:43])[CH3:42])[CH:37]=[CH:38][CH:39]=3)[C:34]([F:45])([F:44])[C:33]2=[O:46])[CH:28]=[CH:27][N:26]=1, predict the reaction product. The product is: [Cl:24][C:25]1[CH:30]=[C:29]([CH2:31][N:32]2[C:40]3[C:35](=[C:36]([C@@H:41]([OH:43])[CH3:42])[CH:37]=[CH:38][CH:39]=3)[C:34]([F:44])([F:45])[C:33]2=[O:46])[CH:28]=[CH:27][N+:26]=1[O-:13]. (10) Given the reactants [OH:1][C:2]1[CH:3]=[C:4]([N+:9]([O-])=O)[CH:5]=[CH:6][C:7]=1O.[CH2:12](Br)[C:13]1[CH:18]=[CH:17][CH:16]=[CH:15][CH:14]=1.[C:20](=[O:23])([O-])[O-].[K+].[K+].S(S([O-])=O)([O-])=O.[Na+].[Na+], predict the reaction product. The product is: [CH2:12]([O:1][C:2]1[CH:3]=[C:4]([CH:5]=[CH:6][C:7]=1[O:23][CH2:20][C:2]1[CH:3]=[CH:4][CH:5]=[CH:6][CH:7]=1)[NH2:9])[C:13]1[CH:18]=[CH:17][CH:16]=[CH:15][CH:14]=1.